Dataset: Reaction yield outcomes from USPTO patents with 853,638 reactions. Task: Predict the reaction yield, written as a fraction of the theoretical maximum amount of product (1.0 means a 100% yield; for example, 0.34 means a 34% yield). (1) The reactants are [CH3:1][O:2][CH2:3][C@H:4]([CH3:34])[O:5][C:6]1[CH:7]=[C:8]([C:23]2[NH:27][C:26]([C:28]3[O:29][C@@H:30]([CH3:33])[CH2:31][N:32]=3)=[CH:25][CH:24]=2)[CH:9]=[C:10]([O:12][Si](C(C)C)(C(C)C)C(C)C)[CH:11]=1.[F-].C([N+](CCCC)(CCCC)CCCC)CCC. The catalyst is O1CCCC1. The product is [CH3:1][O:2][CH2:3][C@H:4]([CH3:34])[O:5][C:6]1[CH:11]=[C:10]([OH:12])[CH:9]=[C:8]([C:23]2[NH:27][C:26]([C:28]3[O:29][C@@H:30]([CH3:33])[CH2:31][N:32]=3)=[CH:25][CH:24]=2)[CH:7]=1. The yield is 0.830. (2) The reactants are [CH2:1]([C:5]1[C:6](=[CH:32][CH:33]=O)[CH2:7][C:8]([CH3:31])([CH3:30])[CH2:9][C:10]=1[CH:11]=[CH:12][C:13]1[CH:18]=[CH:17][C:16]([N:19]([CH2:24][CH2:25][CH2:26][CH3:27])[CH2:20][CH2:21][CH2:22][CH3:23])=[CH:15][C:14]=1[O:28][CH3:29])[CH2:2][CH2:3][CH3:4].[C:35]([C:37]1[C:38](=[C:53]([C:56]#[N:57])[C:54]#[N:55])[O:39][C:40]([C:47]2[CH:52]=[CH:51][CH:50]=[CH:49][CH:48]=2)([C:43]([F:46])([F:45])[F:44])[C:41]=1[CH3:42])#[N:36]. No catalyst specified. The product is [CH2:1]([C:5]1[C:6](=[CH:32][CH:33]=[CH:42][C:41]2[C:40]([C:47]3[CH:52]=[CH:51][CH:50]=[CH:49][CH:48]=3)([C:43]([F:46])([F:44])[F:45])[O:39][C:38](=[C:53]([C:56]#[N:57])[C:54]#[N:55])[C:37]=2[C:35]#[N:36])[CH2:7][C:8]([CH3:30])([CH3:31])[CH2:9][C:10]=1[CH:11]=[CH:12][C:13]1[CH:18]=[CH:17][C:16]([N:19]([CH2:24][CH2:25][CH2:26][CH3:27])[CH2:20][CH2:21][CH2:22][CH3:23])=[CH:15][C:14]=1[O:28][CH3:29])[CH2:2][CH2:3][CH3:4]. The yield is 0.689. (3) The reactants are [CH:1]1[CH:2]=[CH:3][C:4](NC2C(Cl)=CC=CC=2Cl)=[C:5]([CH2:7][C:8]([OH:10])=[O:9])[CH:6]=1.Cl.NCCO.CC(O[C:32]1[CH:33]=[CH:34][C:35](CCNC([C:32]2[CH:37]=[CH:36][C:35](Cl)=[CH:34][CH:33]=2)=O)=[CH:36][CH:37]=1)(C(O)=O)C.CCN=C=NCCCN(C)C.C(O)(=O)CC(CC(O)=O)(C(O)=O)O.C(=O)(O)[O-].[Na+]. The catalyst is C(Cl)Cl.CN(C=O)C.CN(C1C=CN=CC=1)C.C(OCC)(=O)C. The product is [OH:10][C:8]([CH2:7][C:5]1[CH:6]=[CH:1][C:2]([C:32]2[CH:33]=[CH:34][CH:35]=[CH:36][CH:37]=2)=[CH:3][CH:4]=1)=[O:9]. The yield is 0.880. (4) The reactants are [C:1](OC(=O)C)(=[O:3])[CH3:2].[CH3:8][C:9]1([CH3:31])[CH2:18][C:17]2[C:12](=[C:13]3[CH2:22][C:21]([CH3:24])([CH3:23])[O:20][C:14]3=[C:15]([NH2:19])[CH:16]=2)[C:11]([C:25]2[CH:30]=[CH:29][CH:28]=[CH:27][CH:26]=2)=[N:10]1.C(=O)([O-])O.[Na+]. The catalyst is N1C=CC=CC=1. The product is [CH3:8][C:9]1([CH3:31])[CH2:18][C:17]2[C:12](=[C:13]3[CH2:22][C:21]([CH3:23])([CH3:24])[O:20][C:14]3=[C:15]([NH:19][C:1](=[O:3])[CH3:2])[CH:16]=2)[C:11]([C:25]2[CH:26]=[CH:27][CH:28]=[CH:29][CH:30]=2)=[N:10]1. The yield is 0.740.